From a dataset of Peptide-MHC class I binding affinity with 185,985 pairs from IEDB/IMGT. Regression. Given a peptide amino acid sequence and an MHC pseudo amino acid sequence, predict their binding affinity value. This is MHC class I binding data. The peptide sequence is WFSQRGGSYK. The MHC is HLA-A33:01 with pseudo-sequence HLA-A33:01. The binding affinity (normalized) is 0.562.